Dataset: Forward reaction prediction with 1.9M reactions from USPTO patents (1976-2016). Task: Predict the product of the given reaction. (1) Given the reactants CC1(C)C(C)(C)OB([C:9]2[CH:10]=[C:11]3[CH:17]=[CH:16][NH:15][C:12]3=[N:13][CH:14]=2)O1.Cl[C:20]1[N:25]=[C:24]([N:26]2[CH2:31][CH2:30][NH:29][C:28](=[O:32])[CH2:27]2)[CH:23]=[N:22][CH:21]=1.C([O-])([O-])=O.[Cs+].[Cs+], predict the reaction product. The product is: [NH:15]1[C:12]2=[N:13][CH:14]=[C:9]([C:20]3[N:25]=[C:24]([N:26]4[CH2:31][CH2:30][NH:29][C:28](=[O:32])[CH2:27]4)[CH:23]=[N:22][CH:21]=3)[CH:10]=[C:11]2[CH:17]=[CH:16]1. (2) Given the reactants [I:1][C:2]1[CH:3]=[C:4]2[C:8](=[CH:9][CH:10]=1)[NH:7][C:6](=[O:11])[C:5]2=O.O1C[CH2:17][CH2:16][N:15]([CH2:19][C:20]2[CH:36]=[CH:35][C:23]([O:24][C:25]3[CH:34]=[CH:33][C:28]([C:29]([NH:31][NH2:32])=[O:30])=[CH:27][CH:26]=3)=[CH:22][CH:21]=2)[CH2:14]1.[C:37](O)(=[O:39])C, predict the reaction product. The product is: [I:1][C:2]1[CH:3]=[C:4]2[C:8](=[CH:9][CH:10]=1)[NH:7][C:6](=[O:11])[C:5]2=[N:32][NH:31][C:29](=[O:30])[C:28]1[CH:27]=[CH:26][C:25]([O:24][C:23]2[CH:22]=[CH:21][C:20]([CH2:19][N:15]3[CH2:16][CH2:17][O:39][CH2:37][CH2:14]3)=[CH:36][CH:35]=2)=[CH:34][CH:33]=1. (3) Given the reactants [Br:1][C:2]1[CH:3]=[C:4]([CH:13]=[CH:14][CH:15]=1)[C:5]([C:7]1[CH:12]=[CH:11][CH:10]=[CH:9][CH:8]=1)=[O:6].[BH4-].[Na+], predict the reaction product. The product is: [Br:1][C:2]1[CH:3]=[C:4]([CH:5]([C:7]2[CH:12]=[CH:11][CH:10]=[CH:9][CH:8]=2)[OH:6])[CH:13]=[CH:14][CH:15]=1. (4) Given the reactants [C:1]([O:4][CH:5]([CH2:9][CH2:10][S:11][CH3:12])[C:6]([OH:8])=O)(=[O:3])[CH3:2].S(Cl)(Cl)=O.C(N(CC)CC)C.[CH2:24]([NH2:32])[CH2:25][CH2:26][CH2:27][CH2:28][CH2:29][CH2:30][CH3:31], predict the reaction product. The product is: [C:1]([O:4][CH:5]([CH2:9][CH2:10][S:11][CH3:12])[C:6]([NH:32][CH2:24][CH2:25][CH2:26][CH2:27][CH2:28][CH2:29][CH2:30][CH3:31])=[O:8])(=[O:3])[CH3:2]. (5) Given the reactants [N:1]1[CH:6]=[CH:5][CH:4]=[CH:3][C:2]=1[C:7]1[N:8]=[C:9]2[N:14]=[CH:13][CH:12]=[CH:11][N:10]2[C:15]=1[C:16]([OH:18])=O.ON1C2C=CC=CC=2N=N1.[Cl:29][C:30]1[CH:36]=[CH:35][C:33]([NH2:34])=[CH:32][CH:31]=1, predict the reaction product. The product is: [Cl:29][C:30]1[CH:36]=[CH:35][C:33]([NH:34][C:16]([C:15]2[N:10]3[CH:11]=[CH:12][CH:13]=[N:14][C:9]3=[N:8][C:7]=2[C:2]2[CH:3]=[CH:4][CH:5]=[CH:6][N:1]=2)=[O:18])=[CH:32][CH:31]=1. (6) Given the reactants [OH:1][C:2]1[C:7]([C:8]([OH:10])=O)=[CH:6][CH:5]=[CH:4][C:3]=1[C:11]1[CH:16]=[CH:15][CH:14]=[CH:13][CH:12]=1.[Cl:17][C:18]1[CH:24]=[C:23]([S:25]([C:28]([F:31])([F:30])[F:29])(=[O:27])=[O:26])[CH:22]=[CH:21][C:19]=1[NH2:20], predict the reaction product. The product is: [Cl:17][C:18]1[CH:24]=[C:23]([S:25]([C:28]([F:29])([F:30])[F:31])(=[O:27])=[O:26])[CH:22]=[CH:21][C:19]=1[NH:20][C:8]([C:7]1[C:2]([OH:1])=[C:3]([C:11]2[CH:16]=[CH:15][CH:14]=[CH:13][CH:12]=2)[CH:4]=[CH:5][CH:6]=1)=[O:10].